From a dataset of Full USPTO retrosynthesis dataset with 1.9M reactions from patents (1976-2016). Predict the reactants needed to synthesize the given product. (1) Given the product [CH3:1][N:2]1[CH2:15][CH2:14][C:5]2[N:6]([CH2:21][C:19]([C:22]3[CH:31]=[C:26]([C:27]([OH:29])=[O:28])[CH:25]=[N:24][CH:23]=3)([OH:20])[CH3:18])[C:7]3[CH:8]=[CH:9][C:10]([CH3:13])=[CH:11][C:12]=3[C:4]=2[CH2:3]1, predict the reactants needed to synthesize it. The reactants are: [CH3:1][N:2]1[CH2:15][CH2:14][C:5]2[NH:6][C:7]3[CH:8]=[CH:9][C:10]([CH3:13])=[CH:11][C:12]=3[C:4]=2[CH2:3]1.[H-].[Na+].[CH3:18][C:19]1([C:22]2[CH:23]=[N:24][CH:25]=[C:26]([CH:31]=2)[C:27]([O:29]C)=[O:28])[CH2:21][O:20]1. (2) Given the product [CH3:12][C:11]1[C:10]([CH3:13])=[C:9]2[C:4]([C:5]3([CH2:15][CH2:16][CH2:17]3)[CH2:6][CH2:7][NH:8]2)=[CH:3][C:2]=1[OH:1], predict the reactants needed to synthesize it. The reactants are: [OH:1][C:2]1[CH:3]=[C:4]2[C:9](=[C:10]([CH3:13])[C:11]=1[CH3:12])[NH:8][C:7](=O)[CH2:6][C:5]12[CH2:17][CH2:16][CH2:15]1.B.C1COCC1.Cl. (3) Given the product [O:21]([C:20]1([O:23][CH3:24])[CH:3]=[CH:4][CH:5]=[C:6]([CH2:7][CH2:2][CH2:1][N:8]2[CH:12]=[CH:11][CH:10]=[N:9]2)[CH2:19]1)[CH3:22], predict the reactants needed to synthesize it. The reactants are: [CH2:1]([N:8]1[CH:12]=[CH:11][CH:10]=[N:9]1)[C:2]1[CH:7]=[CH:6][CH:5]=[CH:4][CH:3]=1.C([Li])CCC.Cl[CH2:19][CH:20]([O:23][CH3:24])[O:21][CH3:22]. (4) Given the product [CH3:85][O:84][C:74]1[CH:75]=[C:76]2[C:71](=[CH:72][CH:73]=1)[NH:69][C:68]([CH3:67])=[C:77]2[CH2:78][C:33]([NH:32][CH2:34][C:35]1[N:36]([CH3:54])[C:37](=[O:53])[C:38]2[C:43]([C:44]=1[C:15]1[CH:16]=[CH:17][CH:18]=[CH:19][CH:20]=1)=[CH:42][C:41]([O:51][CH3:52])=[CH:40][CH:39]=2)=[O:118], predict the reactants needed to synthesize it. The reactants are: CN(CC1N(CCNS(C)(=O)=O)C(=O)C2C(C=1[C:15]1[CH:20]=[CH:19][CH:18]=[CH:17][CH:16]=1)=CC(OC)=CC=2)C.C[N:32]([CH2:34][C:35]1[N:36]([CH2:54]CNS(CCCC)(=O)=O)[C:37](=[O:53])[C:38]2[C:43]([C:44]=1C1C=CC=CC=1)=[CH:42][C:41]([O:51][CH3:52])=[CH:40][CH:39]=2)[CH3:33].CN([CH2:67][C:68]1[N:69](CCNS(C2SC=CC=2)(=O)=O)C(=O)[C:71]2[C:76]([C:77]=1[C:78]1C=CC=CC=1)=[CH:75][C:74]([O:84][CH3:85])=[CH:73][CH:72]=2)C.CN(CC1N(CCNS(C2C=CC=CC=2)(=O)=O)C(=O)C2C(C=1C1C=CC=CC=1)=CC([O:118]C)=CC=2)C.CN(CC1N(CCNC(C2OC=CC=2)=O)C(=O)C2C(C=1C1C=CC=CC=1)=CC(OC)=CC=2)C.Cl.CN(CC1N(CCNC(=O)CC2C=CC=CC=2)C(=O)C2C(C=1C1C=CC=CC=1)=CC(OC)=CC=2)C.CN(CC1N(CCNC(=O)C2C=CC=NC=2)C(=O)C2C(C=1C1C=CC=CC=1)=CC(OC)=CC=2)C. (5) Given the product [Cl:1][C:2]1[N:11]=[C:10]([N:20]2[CH2:21][CH2:22][C@H:18]([NH:17][C:14](=[O:16])[CH3:15])[CH2:19]2)[C:9]2[C:4](=[C:5]([CH3:13])[CH:6]=[CH:7][CH:8]=2)[N:3]=1, predict the reactants needed to synthesize it. The reactants are: [Cl:1][C:2]1[N:11]=[C:10](Cl)[C:9]2[C:4](=[C:5]([CH3:13])[CH:6]=[CH:7][CH:8]=2)[N:3]=1.[C:14]([NH:17][C@H:18]1[CH2:22][CH2:21][NH:20][CH2:19]1)(=[O:16])[CH3:15]. (6) Given the product [Si:18]([O:17][C@H:16]1[C@@H:15]([O:25][Si:26]([C:29]([CH3:32])([CH3:31])[CH3:30])([CH3:27])[CH3:28])[C@H:14]([N:33]2[CH:38]=[CH:37][C:36](=[O:39])[N:35]([CH2:40][C:41]3[CH:46]=[CH:45][C:44]([O:47][CH3:48])=[CH:43][CH:42]=3)[C:34]2=[O:49])[O:13][CH:12]1[C@H:10]([OH:11])[C@@H:2]([C:3]([O:5][C:6]([CH3:7])([CH3:9])[CH3:8])=[O:4])[NH:1][CH2:69][CH2:68][CH2:67][NH:66][C:65](=[O:71])[C@H:60]([CH2:61][CH:62]([CH3:64])[CH3:63])[NH:59][C:58](=[O:72])[O:57][CH2:50][C:51]1[CH:52]=[CH:53][CH:54]=[CH:55][CH:56]=1)([C:21]([CH3:22])([CH3:23])[CH3:24])([CH3:20])[CH3:19], predict the reactants needed to synthesize it. The reactants are: [NH2:1][C@@H:2]([C@H:10]([C@@H:12]1[C@@H:16]([O:17][Si:18]([C:21]([CH3:24])([CH3:23])[CH3:22])([CH3:20])[CH3:19])[C@@H:15]([O:25][Si:26]([C:29]([CH3:32])([CH3:31])[CH3:30])([CH3:28])[CH3:27])[C@H:14]([N:33]2[CH:38]=[CH:37][C:36](=[O:39])[N:35]([CH2:40][C:41]3[CH:46]=[CH:45][C:44]([O:47][CH3:48])=[CH:43][CH:42]=3)[C:34]2=[O:49])[O:13]1)[OH:11])[C:3]([O:5][C:6]([CH3:9])([CH3:8])[CH3:7])=[O:4].[CH2:50]([O:57][C:58](=[O:72])[NH:59][C@H:60]([C:65](=[O:71])[NH:66][CH2:67][CH2:68][CH:69]=O)[CH2:61][CH:62]([CH3:64])[CH3:63])[C:51]1[CH:56]=[CH:55][CH:54]=[CH:53][CH:52]=1.C(O[BH-](OC(=O)C)OC(=O)C)(=O)C.[Na+].C(=O)([O-])[O-].[Na+].[Na+]. (7) The reactants are: Cl[O-].[Na+].[CH2:4]([O:11][C:12]1[CH:13]=[CH:14][C:15]([Br:21])=[C:16](/[CH:18]=[N:19]/[OH:20])[CH:17]=1)[C:5]1[CH:10]=[CH:9][CH:8]=[CH:7][CH:6]=1.[CH2:22]=[C:23]([CH2:31][C:32]([O:34][C:35]([CH3:38])([CH3:37])[CH3:36])=[O:33])[C:24]([O:26][C:27]([CH3:30])([CH3:29])[CH3:28])=[O:25]. Given the product [CH2:4]([O:11][C:12]1[CH:13]=[CH:14][C:15]([Br:21])=[C:16]([C:18]2[CH2:22][C:23]([CH2:31][C:32]([O:34][C:35]([CH3:36])([CH3:38])[CH3:37])=[O:33])([C:24]([O:26][C:27]([CH3:30])([CH3:28])[CH3:29])=[O:25])[O:20][N:19]=2)[CH:17]=1)[C:5]1[CH:6]=[CH:7][CH:8]=[CH:9][CH:10]=1, predict the reactants needed to synthesize it. (8) Given the product [CH:40]1([C:39]([C:45]2[CH:50]=[CH:49][CH:48]=[CH:47][CH:46]=2)([C:33]2[CH:34]=[CH:35][CH:36]=[CH:37][CH:38]=2)[C:11]2[C:10]3[CH2:9][C:8]4[C:16](=[CH:17][C:5]([C:1]([CH3:4])([CH3:3])[CH3:2])=[CH:6][CH:7]=4)[C:15]=3[CH:14]=[C:13]([C:18]([CH3:21])([CH3:20])[CH3:19])[CH:12]=2)[CH:41]=[CH:42][CH:43]=[CH:44]1, predict the reactants needed to synthesize it. The reactants are: [C:1]([C:5]1[CH:6]=[CH:7][C:8]2[CH2:9][C:10]3[C:15]([C:16]=2[CH:17]=1)=[CH:14][C:13]([C:18]([CH3:21])([CH3:20])[CH3:19])=[CH:12][CH:11]=3)([CH3:4])([CH3:3])[CH3:2].CCCCCC.C([Li])CCC.[C:33]1([C:39]([C:45]2[CH:50]=[CH:49][CH:48]=[CH:47][CH:46]=2)=[C:40]2[CH:44]=[CH:43][CH:42]=[CH:41]2)[CH:38]=[CH:37][CH:36]=[CH:35][CH:34]=1.